This data is from Reaction yield outcomes from USPTO patents with 853,638 reactions. The task is: Predict the reaction yield, written as a fraction of the theoretical maximum amount of product (1.0 means a 100% yield; for example, 0.34 means a 34% yield). (1) The reactants are [O:1]=[C:2]1[C:11]2[C:6](=[CH:7][CH:8]=[CH:9][CH:10]=2)[C:5]([CH2:12][C:13]([OH:15])=[O:14])=[N:4][N:3]1[CH2:16][C:17]1[S:18][C:19]2[CH:25]=[CH:24][C:23]([C:26]([F:29])([F:28])[F:27])=[CH:22][C:20]=2[N:21]=1.[CH2:30]([CH2:32][NH2:33])[OH:31]. The catalyst is CC(C)=O. The product is [CH2:30]([CH2:32][NH2:33])[OH:31].[O:1]=[C:2]1[C:11]2[C:6](=[CH:7][CH:8]=[CH:9][CH:10]=2)[C:5]([CH2:12][C:13]([OH:15])=[O:14])=[N:4][N:3]1[CH2:16][C:17]1[S:18][C:19]2[CH:25]=[CH:24][C:23]([C:26]([F:29])([F:28])[F:27])=[CH:22][C:20]=2[N:21]=1. The yield is 0.950. (2) The reactants are C1(C(C2C=CC=CC=2)[N:8]2[CH2:11][CH:10]([N:12]3[CH2:21][CH2:20][C:15]4([O:19][CH2:18][CH2:17][O:16]4)[CH2:14][CH2:13]3)[CH2:9]2)C=CC=CC=1.[Cl:28]C(OC(Cl)C)=O.CO. The catalyst is C(Cl)Cl. The product is [ClH:28].[NH:8]1[CH2:11][CH:10]([N:12]2[CH2:13][CH2:14][C:15]3([O:19][CH2:18][CH2:17][O:16]3)[CH2:20][CH2:21]2)[CH2:9]1. The yield is 0.730. (3) The reactants are [F:1][C@H:2]([C:4]1[S:8][C:7]2=[N:9][C:10]([C:12]3[O:13][C:14]4[C:15](=[C:17]([OH:23])[CH:18]=[C:19]([O:21][CH3:22])[CH:20]=4)[CH:16]=3)=[CH:11][N:6]2[N:5]=1)[CH3:3].O[CH2:25][C:26]1[N:27]=[C:28]([C:32]2([OH:38])[CH2:37][CH2:36][O:35][CH2:34][CH2:33]2)[S:29][C:30]=1[CH3:31].C(P(CCCC)CCCC)CCC.N(C(N1CCCCC1)=O)=NC(N1CCCCC1)=O. The catalyst is C1COCC1.CCOC(C)=O.CCOC(C)=O.C(Cl)Cl. The product is [F:1][C@H:2]([C:4]1[S:8][C:7]2=[N:9][C:10]([C:12]3[O:13][C:14]4[CH:20]=[C:19]([O:21][CH3:22])[CH:18]=[C:17]([O:23][CH2:25][C:26]5[N:27]=[C:28]([C:32]6([OH:38])[CH2:37][CH2:36][O:35][CH2:34][CH2:33]6)[S:29][C:30]=5[CH3:31])[C:15]=4[CH:16]=3)=[CH:11][N:6]2[N:5]=1)[CH3:3]. The yield is 0.747. (4) The reactants are [Cl:1][C:2]1[N:3]=[C:4]([C:10]([O:12][CH3:13])=[O:11])[C:5]([CH3:9])=[N+:6]([O-])[CH:7]=1.P(Cl)(Cl)([Cl:16])=O.CN(C=O)C. The catalyst is C1(C)C=CC=CC=1. The product is [Cl:16][C:7]1[N:6]=[C:5]([CH3:9])[C:4]([C:10]([O:12][CH3:13])=[O:11])=[N:3][C:2]=1[Cl:1]. The yield is 0.680. (5) The reactants are [CH:1]([O:4][C:5]1[CH:6]=[C:7]([CH:13]([OH:16])[CH2:14][CH3:15])[CH:8]=[CH:9][C:10]=1[O:11][CH3:12])([CH3:3])[CH3:2]. The catalyst is C(Cl)(Cl)Cl.O=[Mn]=O. The product is [CH:1]([O:4][C:5]1[CH:6]=[C:7]([C:13](=[O:16])[CH2:14][CH3:15])[CH:8]=[CH:9][C:10]=1[O:11][CH3:12])([CH3:3])[CH3:2]. The yield is 0.940. (6) The reactants are [C:1]([N:8]1[CH2:13][CH2:12][CH:11]([NH:14][C:15](=[O:26])[CH2:16][C:17]2[CH:22]=[CH:21][C:20]([C:23]#[N:24])=[CH:19][C:18]=2Br)[CH2:10][CH2:9]1)([O:3][C:4]([CH3:7])([CH3:6])[CH3:5])=[O:2].CC(C1C=C(C(C)C)C(C2C=CC=CC=2P(C2CCCCC2)C2CCCCC2)=C(C(C)C)C=1)C.C(=O)([O-])[O-].[K+].[K+].C1(B(O)O)C=CC=CC=1. The catalyst is C([O-])(=O)C.[Pd+2].C([O-])(=O)C.C(O)(C)(C)C. The product is [C:1]([N:8]1[CH2:13][CH2:12][CH:11]([N:14]2[C:22]3[C:17](=[CH:18][CH:19]=[C:20]([C:23]#[N:24])[CH:21]=3)[CH2:16][C:15]2=[O:26])[CH2:10][CH2:9]1)([O:3][C:4]([CH3:7])([CH3:6])[CH3:5])=[O:2]. The yield is 0.618. (7) The reactants are [CH3:1][O:2][C:3]1[CH:4]=[C:5]([CH:10]=[C:11]([O:14][CH3:15])[C:12]=1[OH:13])[CH:6]=[CH:7][CH:8]=O.[C:16]([CH2:18][C:19]([N-:21][CH2:22][C:23]1[CH:28]=[CH:27][C:26]([OH:29])=[C:25]([OH:30])[CH:24]=1)=[O:20])#[N:17].NCCC(O)=O.O. The catalyst is C(O)C. The product is [OH:30][C:25]1[CH:24]=[C:23]([CH:28]=[CH:27][C:26]=1[OH:29])[CH2:22][NH:21][C:19](/[C:18](=[CH:8]/[CH:7]=[CH:6]/[C:5]1[CH:4]=[C:3]([O:2][CH3:1])[C:12]([OH:13])=[C:11]([O:14][CH3:15])[CH:10]=1)/[C:16]#[N:17])=[O:20]. The yield is 0.750.